From a dataset of Forward reaction prediction with 1.9M reactions from USPTO patents (1976-2016). Predict the product of the given reaction. (1) Given the reactants [ClH:1].[Br:2][C:3]1[C:4]([C:28]2[CH:33]=[CH:32][CH:31]=[CH:30][CH:29]=2)=[N:5][N:6]2[CH:11]([C:12]3[CH:17]=[CH:16][C:15]([O:18][CH3:19])=[C:14]([O:20][CH3:21])[CH:13]=3)[CH2:10][CH:9]([C:22]3[CH:27]=[CH:26][CH:25]=[CH:24][N:23]=3)[NH:8][C:7]=12.O.C[Si]([Cl:39])(C)C, predict the reaction product. The product is: [ClH:39].[ClH:1].[Br:2][C:3]1[C:4]([C:28]2[CH:33]=[CH:32][CH:31]=[CH:30][CH:29]=2)=[N:5][N:6]2[CH:11]([C:12]3[CH:17]=[CH:16][C:15]([O:18][CH3:19])=[C:14]([O:20][CH3:21])[CH:13]=3)[CH2:10][CH:9]([C:22]3[CH:27]=[CH:26][CH:25]=[CH:24][N:23]=3)[NH:8][C:7]=12. (2) Given the reactants [NH:1]1[CH2:6][CH2:5][O:4][CH2:3][C@H:2]1[C:7]1[NH:8][C:9]([C:12]2[CH:17]=[CH:16][C:15]([C:18]3[CH:23]=[CH:22][C:21]([C:24]4[NH:28][C:27]([C@@H:29]5[CH2:41][N:39]6[C:40]7[CH:32]([C@@H:33]([NH:42][C:43](=[O:46])[O:44][CH3:45])[CH2:34][CH2:35][C:36]=7[CH:37]=[CH:38]6)[C:31](=[O:47])[CH2:30]5)=[N:26][CH:25]=4)=[CH:20][CH:19]=3)=[CH:14][CH:13]=2)=[CH:10][N:11]=1.[CH3:48][O:49][C:50]([NH:52][C@@H:53]([CH:57]([CH3:59])[CH3:58])[C:54](O)=[O:55])=[O:51].CCN(C(C)C)C(C)C.CN(C(ON1N=NC2C=CC=NC1=2)=[N+](C)C)C.F[P-](F)(F)(F)(F)F, predict the reaction product. The product is: [CH3:45][O:44][C:43](=[O:46])[NH:42][C@@H:33]1[CH:32]2[C:31](=[O:47])[CH2:30][C@H:29]([C:27]3[NH:28][C:24]([C:21]4[CH:22]=[CH:23][C:18]([C:15]5[CH:14]=[CH:13][C:12]([C:9]6[NH:8][C:7]([C@@H:2]7[CH2:3][O:4][CH2:5][CH2:6][N:1]7[C:54](=[O:55])[C@@H:53]([NH:52][C:50]([O:49][CH3:48])=[O:51])[CH:57]([CH3:59])[CH3:58])=[N:11][CH:10]=6)=[CH:17][CH:16]=5)=[CH:19][CH:20]=4)=[CH:25][N:26]=3)[CH2:41][N:39]3[C:40]2=[C:36]([CH:37]=[CH:38]3)[CH2:35][CH2:34]1. (3) Given the reactants [Br:1][C:2]1[CH:10]=[CH:9][C:5]([C:6]([OH:8])=O)=[C:4]([S:11]([CH3:14])(=[O:13])=[O:12])[CH:3]=1.[Cl:15][C:16]1[C:17]([N:23]2[CH2:28][CH2:27][NH:26][CH2:25][CH2:24]2)=[N:18][CH:19]=[C:20]([Cl:22])[CH:21]=1, predict the reaction product. The product is: [Br:1][C:2]1[CH:10]=[CH:9][C:5]([C:6]([N:26]2[CH2:27][CH2:28][N:23]([C:17]3[C:16]([Cl:15])=[CH:21][C:20]([Cl:22])=[CH:19][N:18]=3)[CH2:24][CH2:25]2)=[O:8])=[C:4]([S:11]([CH3:14])(=[O:13])=[O:12])[CH:3]=1. (4) Given the reactants N.C([O:5][C@H:6]1[C@@H:10]([O:11]C(=O)C)[C@H:9]([N:15]2[CH:20]=[CH:19][N:18]=[C:17]([C:21]([NH2:23])=[NH:22])[C:16]2=[O:24])[O:8][C@@H:7]1[CH2:25][O:26]C(=O)C)(=O)C.[ClH:30], predict the reaction product. The product is: [ClH:30].[OH:11][C@@H:10]1[C@H:6]([OH:5])[C@@H:7]([CH2:25][OH:26])[O:8][C@H:9]1[N:15]1[CH:20]=[CH:19][N:18]=[C:17]([C:21](=[NH:22])[NH2:23])[C:16]1=[O:24]. (5) Given the reactants [N:1]([CH:4]1[C:10](=[O:11])[N:9]([CH2:12][CH3:13])[C:8]2[CH:14]=[CH:15][C:16]([N+:20]([O-:22])=[O:21])=[C:17]([O:18][CH3:19])[C:7]=2[CH2:6][CH2:5]1)=[N+]=[N-].C1C=CC(P(C2C=CC=CC=2)C2C=CC=CC=2)=CC=1.O1CCCC1, predict the reaction product. The product is: [NH2:1][CH:4]1[C:10](=[O:11])[N:9]([CH2:12][CH3:13])[C:8]2[CH:14]=[CH:15][C:16]([N+:20]([O-:22])=[O:21])=[C:17]([O:18][CH3:19])[C:7]=2[CH2:6][CH2:5]1. (6) The product is: [CH3:40][O:41][CH2:42][C:43]1[N:44]=[C:45]([CH2:48][N:49]2[N:53]=[C:52]([NH:54][C:14]([C:10]3[N:11]=[CH:12][O:13][C:9]=3[C:3]3[CH:4]=[CH:5][CH:6]=[CH:7][CH:8]=3)=[O:16])[CH:51]=[N:50]2)[O:46][CH:47]=1. Given the reactants N#N.[C:3]1([C:9]2[O:13][CH:12]=[N:11][C:10]=2[C:14]([OH:16])=O)[CH:8]=[CH:7][CH:6]=[CH:5][CH:4]=1.C1C=CC2N(O)N=NC=2C=1.C(Cl)CCl.CCN(C(C)C)C(C)C.[CH3:40][O:41][CH2:42][C:43]1[N:44]=[C:45]([CH2:48][N:49]2[N:53]=[C:52]([NH2:54])[CH:51]=[N:50]2)[O:46][CH:47]=1, predict the reaction product. (7) Given the reactants [C:1](Cl)(=O)C(Cl)=O.CN(C=O)C.[CH2:12]([O:14][P:15]([CH2:18][CH2:19][NH:20][C:21]([O:23][CH2:24][C:25]1[CH:30]=[CH:29][CH:28]=[CH:27][CH:26]=1)=[O:22])(=O)[OH:16])[CH3:13].C[Mg+].[Br-], predict the reaction product. The product is: [CH2:12]([O:14][P:15]([CH2:18][CH2:19][NH:20][C:21]([O:23][CH2:24][C:25]1[CH:30]=[CH:29][CH:28]=[CH:27][CH:26]=1)=[O:22])([CH3:1])=[O:16])[CH3:13].